The task is: Regression. Given two drug SMILES strings and cell line genomic features, predict the synergy score measuring deviation from expected non-interaction effect.. This data is from NCI-60 drug combinations with 297,098 pairs across 59 cell lines. (1) Drug 1: CN(C)C1=NC(=NC(=N1)N(C)C)N(C)C. Drug 2: C1CC(=O)NC(=O)C1N2C(=O)C3=CC=CC=C3C2=O. Cell line: HS 578T. Synergy scores: CSS=-7.54, Synergy_ZIP=2.74, Synergy_Bliss=-0.0532, Synergy_Loewe=-7.07, Synergy_HSA=-7.29. (2) Drug 1: CC1OCC2C(O1)C(C(C(O2)OC3C4COC(=O)C4C(C5=CC6=C(C=C35)OCO6)C7=CC(=C(C(=C7)OC)O)OC)O)O. Drug 2: CC1C(C(CC(O1)OC2CC(CC3=C2C(=C4C(=C3O)C(=O)C5=C(C4=O)C(=CC=C5)OC)O)(C(=O)CO)O)N)O.Cl. Cell line: MDA-MB-231. Synergy scores: CSS=45.0, Synergy_ZIP=-2.98, Synergy_Bliss=-1.25, Synergy_Loewe=0.955, Synergy_HSA=1.59. (3) Drug 1: C1C(C(OC1N2C=NC3=C(N=C(N=C32)Cl)N)CO)O. Drug 2: CC1=C(C(CCC1)(C)C)C=CC(=CC=CC(=CC(=O)O)C)C. Cell line: MDA-MB-231. Synergy scores: CSS=40.3, Synergy_ZIP=1.82, Synergy_Bliss=2.99, Synergy_Loewe=-20.9, Synergy_HSA=4.93.